From a dataset of Full USPTO retrosynthesis dataset with 1.9M reactions from patents (1976-2016). Predict the reactants needed to synthesize the given product. (1) Given the product [F:47][C:41]1[CH:42]=[C:43]([F:46])[CH:44]=[CH:45][C:40]=1[CH2:39][O:38][C:35]1[CH:36]=[CH:37][C:32]([CH2:31][S:30][C:27]2[CH:28]=[CH:29][C:24]([O:23][CH2:22][C:21]([OH:49])=[O:20])=[C:25]([CH3:48])[CH:26]=2)=[CH:33][CH:34]=1, predict the reactants needed to synthesize it. The reactants are: FC1C=C(F)C=CC=1COC1C=CC(CO)=CC=1.C[O:20][C:21](=[O:49])[CH2:22][O:23][C:24]1[CH:29]=[CH:28][C:27]([S:30][CH2:31][C:32]2[CH:37]=[CH:36][C:35]([O:38][CH2:39][C:40]3[CH:45]=[CH:44][C:43]([F:46])=[CH:42][C:41]=3[F:47])=[CH:34][CH:33]=2)=[CH:26][C:25]=1[CH3:48]. (2) Given the product [Cl:22][C:35]1[CH:36]=[C:37]2[C:32](=[CH:33][CH:34]=1)[N:31]([C:39]1[CH:44]=[CH:43][C:42]([CH3:45])=[CH:41][CH:40]=1)[C:30](=[O:46])[CH:29]([CH2:28][CH2:27][CH2:26][NH:25][CH3:24])[CH2:38]2, predict the reactants needed to synthesize it. The reactants are: C(OC(=O)N(CCCC1CC2C(=CC=C([Cl:22])C=2)NC1)C)(C)(C)C.[CH3:24][NH:25][CH2:26][CH2:27][CH2:28][CH:29]1[CH2:38][C:37]2[C:32](=[CH:33][CH:34]=[CH:35][CH:36]=2)[N:31]([C:39]2[CH:44]=[CH:43][C:42]([CH3:45])=[CH:41][CH:40]=2)[C:30]1=[O:46]. (3) Given the product [F:1][C:2]1[CH:7]=[CH:6][CH:5]=[C:4]([S:8]([CH3:11])(=[O:10])=[O:9])[C:3]=1[O:31][C:28]1[CH:29]=[C:30]2[C:25](=[CH:26][CH:27]=1)[N:24]=[CH:23][N:22]=[C:21]2[NH:13][C:14]1[CH:19]=[N:18][CH:17]=[CH:16][N:15]=1, predict the reactants needed to synthesize it. The reactants are: [F:1][C:2]1[CH:7]=[CH:6][CH:5]=[C:4]([S:8]([CH3:11])(=[O:10])=[O:9])[C:3]=1F.[NH2:13][C:14]1[CH:19]=[N:18][CH:17]=[CH:16][N:15]=1.Cl[C:21]1[C:30]2[C:25](=[CH:26][CH:27]=[C:28]([OH:31])[CH:29]=2)[N:24]=[CH:23][N:22]=1. (4) Given the product [Br:23][C:24]1[N:25]=[C:26]([C@H:35]2[CH2:40][CH2:39][C@H:38]([C:41]([NH:44][CH2:45][CH2:46][NH:47][C:48]([C:50]3[C:51]([C:61]([F:63])([F:64])[F:62])=[N:52][N:53]([C:55]4[CH:60]=[CH:59][CH:58]=[CH:57][CH:56]=4)[CH:54]=3)=[O:49])=[O:42])[CH2:37][CH2:36]2)[O:27][C:28]=1[C:29]1[CH:34]=[CH:33][CH:32]=[CH:31][CH:30]=1, predict the reactants needed to synthesize it. The reactants are: CCN=C=NCCCN(C)C.Cl.C1C=CC2N(O)N=NC=2C=1.[Br:23][C:24]1[N:25]=[C:26]([C@H:35]2[CH2:40][CH2:39][C@H:38]([C:41](O)=[O:42])[CH2:37][CH2:36]2)[O:27][C:28]=1[C:29]1[CH:34]=[CH:33][CH:32]=[CH:31][CH:30]=1.[NH2:44][CH2:45][CH2:46][NH:47][C:48]([C:50]1[C:51]([C:61]([F:64])([F:63])[F:62])=[N:52][N:53]([C:55]2[CH:60]=[CH:59][CH:58]=[CH:57][CH:56]=2)[CH:54]=1)=[O:49]. (5) Given the product [NH2:27][C:25]1[N:26]=[C:17]([C:15]2[CH:16]=[C:11]([O:10][CH2:9][C@@H:8]([NH2:36])[CH2:7][N:38]([CH3:37])[CH2:39][C:40]3[CH:41]=[N:42][CH:43]=[CH:44][CH:45]=3)[CH:12]=[N:13][CH:14]=2)[CH:18]=[C:19]2[C:24]=1[CH:23]=[N:22][C:21]1[CH:28]=[C:29]([O:34][CH3:35])[C:30]([O:32][CH3:33])=[CH:31][C:20]2=1, predict the reactants needed to synthesize it. The reactants are: Cl.CS(O[CH2:7][C@H:8]([NH2:36])[CH2:9][O:10][C:11]1[CH:12]=[N:13][CH:14]=[C:15]([C:17]2[CH:18]=[C:19]3[C:24](=[C:25]([NH2:27])[N:26]=2)[CH:23]=[N:22][C:21]2[CH:28]=[C:29]([O:34][CH3:35])[C:30]([O:32][CH3:33])=[CH:31][C:20]3=2)[CH:16]=1)(=O)=O.[CH3:37][NH:38][CH2:39][C:40]1[CH:41]=[N:42][CH:43]=[CH:44][CH:45]=1.[I-].[Na+].C(N(C(C)C)CC)(C)C. (6) Given the product [CH2:1]([NH:3][C:4]1[C:9]([CH2:10][OH:11])=[CH:8][N:7]=[C:6]([S:15][CH3:16])[N:5]=1)[CH3:2], predict the reactants needed to synthesize it. The reactants are: [CH2:1]([NH:3][C:4]1[C:9]([C:10](OCC)=[O:11])=[CH:8][N:7]=[C:6]([S:15][CH3:16])[N:5]=1)[CH3:2].[H-].[H-].[H-].[H-].[Li+].[Al+3]. (7) Given the product [NH2:1][C:2]1[N:6]([C:7]2[CH:8]=[CH:9][C:10]([F:13])=[CH:11][CH:12]=2)[N:5]=[CH:4][C:3]=1[C:14]([NH:16][CH2:17][C:18]([CH2:24][N:25]([C:40]([C:39]1[C:43]([F:47])=[CH:44][CH:45]=[CH:46][C:38]=1[Cl:37])=[O:41])[CH2:26][CH3:27])([OH:23])[C:19]([F:22])([F:21])[F:20])=[O:15], predict the reactants needed to synthesize it. The reactants are: [NH2:1][C:2]1[N:6]([C:7]2[CH:12]=[CH:11][C:10]([F:13])=[CH:9][CH:8]=2)[N:5]=[CH:4][C:3]=1[C:14]([NH:16][CH2:17][C:18]([CH2:24][NH:25][CH2:26][CH3:27])([OH:23])[C:19]([F:22])([F:21])[F:20])=[O:15].C(N(C(C)C)CC)(C)C.[Cl:37][C:38]1[CH:46]=[CH:45][CH:44]=[C:43]([F:47])[C:39]=1[C:40](Cl)=[O:41]. (8) The reactants are: N[C:2]1[CH:11]=[CH:10][C:5]([C:6]([O:8][CH3:9])=[O:7])=[CH:4][C:3]=1[OH:12].Cl.N([O-])=O.[Na+].[I-:18].[K+]. Given the product [OH:12][C:3]1[CH:4]=[C:5]([CH:10]=[CH:11][C:2]=1[I:18])[C:6]([O:8][CH3:9])=[O:7], predict the reactants needed to synthesize it. (9) Given the product [F:19][C:14]1[CH:13]=[C:12]([CH:8]2[CH:9]([CH3:10])[O:20][C:6](=[O:5])[NH:7]2)[CH:17]=[CH:16][C:15]=1[F:18], predict the reactants needed to synthesize it. The reactants are: C([O:5][C:6](=[O:20])[NH:7][CH:8]([C:12]1[CH:17]=[CH:16][C:15]([F:18])=[C:14]([F:19])[CH:13]=1)[CH:9](O)[CH3:10])(C)(C)C.[H-].[Na+].O.